From a dataset of Reaction yield outcomes from USPTO patents with 853,638 reactions. Predict the reaction yield, written as a fraction of the theoretical maximum amount of product (1.0 means a 100% yield; for example, 0.34 means a 34% yield). (1) The reactants are C1(N(C)[C:8]2[C:9](C)=[C:10]([CH:24]=[C:25]([C:27]3[CH:28]=[N:29][C:30]([CH:33]=O)=[CH:31][CH:32]=3)[CH:26]=2)[C:11]([NH:13]CC2C(=O)NC(C)=CC=2C)=[O:12])CCCCC1.[NH:37]1[CH2:42][CH2:41][O:40][CH2:39][CH2:38]1.C(O)(=O)C.C([BH3-])#N.[Na+]. The catalyst is CO. The product is [O:40]1[CH2:41][CH2:42][N:37]([CH2:33][C:30]2[N:29]=[CH:28][C:27]([C:25]3[CH:26]=[CH:8][CH:9]=[C:10]([CH:24]=3)[C:11]([NH2:13])=[O:12])=[CH:32][CH:31]=2)[CH2:38][CH2:39]1. The yield is 0.530. (2) The product is [CH2:1]([O:3][C:4]([C:6]1([C:17](=[O:19])[NH2:22])[CH2:9][N:8]([C:10]([O:12][C:13]([CH3:16])([CH3:15])[CH3:14])=[O:11])[CH2:7]1)=[O:5])[CH3:2]. The yield is 0.800. The catalyst is C1COCC1.N. The reactants are [CH2:1]([O:3][C:4]([C:6]1([C:17]([OH:19])=O)[CH2:9][N:8]([C:10]([O:12][C:13]([CH3:16])([CH3:15])[CH3:14])=[O:11])[CH2:7]1)=[O:5])[CH3:2].CC[N:22](CC)CC.ClC(OCC(C)C)=O. (3) The reactants are Br[C:2]1[S:6][C:5]([CH:7]=[O:8])=[CH:4][CH:3]=1.[Br-].[CH2:10]([Zn+])[C:11]1[CH:16]=[CH:15][CH:14]=[CH:13][CH:12]=1. The catalyst is C1C=CC([P]([Pd]([P](C2C=CC=CC=2)(C2C=CC=CC=2)C2C=CC=CC=2)([P](C2C=CC=CC=2)(C2C=CC=CC=2)C2C=CC=CC=2)[P](C2C=CC=CC=2)(C2C=CC=CC=2)C2C=CC=CC=2)(C2C=CC=CC=2)C2C=CC=CC=2)=CC=1.C1COCC1. The product is [CH2:10]([C:2]1[S:6][C:5]([CH:7]=[O:8])=[CH:4][CH:3]=1)[C:11]1[CH:16]=[CH:15][CH:14]=[CH:13][CH:12]=1. The yield is 0.540. (4) The reactants are [F:1][C:2]1[CH:9]=[CH:8][C:7]([CH:10]=[O:11])=[CH:6][C:3]=1[C:4]#[N:5].[Si]([C:16]([F:19])([F:18])[F:17])(C)(C)C.Cl. The catalyst is C1COCC1.[F-].[Cs+]. The product is [F:1][C:2]1[CH:9]=[CH:8][C:7]([CH:10]([OH:11])[C:16]([F:19])([F:18])[F:17])=[CH:6][C:3]=1[C:4]#[N:5]. The yield is 0.610. (5) No catalyst specified. The reactants are O=C1NCCN1C1SC(C([O-])=O)=CN=1.[O:15]=[C:16]1[NH:20][CH2:19][CH2:18][N:17]1[C:21]1[S:22][C:23]([C:30]([O:32][CH2:33][CH3:34])=[O:31])=[C:24]([C:26]([F:29])([F:28])[F:27])[N:25]=1.Br[CH2:36][C:37]1[CH:42]=[CH:41][C:40]([F:43])=[CH:39][CH:38]=1. The yield is 0.940. The product is [F:43][C:40]1[CH:41]=[CH:42][C:37]([CH2:36][N:20]2[CH2:19][CH2:18][N:17]([C:21]3[S:22][C:23]([C:30]([O:32][CH2:33][CH3:34])=[O:31])=[C:24]([C:26]([F:29])([F:28])[F:27])[N:25]=3)[C:16]2=[O:15])=[CH:38][CH:39]=1. (6) The reactants are [CH:1]([C:4]1[N:8]=[C:7]([N:9]2[CH2:14][CH2:13][CH:12]([OH:15])[CH2:11][CH2:10]2)[O:6][N:5]=1)([CH3:3])[CH3:2].C(N(CC)CC)C.[CH3:23][S:24](Cl)(=[O:26])=[O:25].C([O-])(O)=O.[Na+]. The catalyst is C(Cl)Cl. The product is [CH3:23][S:24]([O:15][CH:12]1[CH2:11][CH2:10][N:9]([C:7]2[O:6][N:5]=[C:4]([CH:1]([CH3:3])[CH3:2])[N:8]=2)[CH2:14][CH2:13]1)(=[O:26])=[O:25]. The yield is 0.890.